This data is from Forward reaction prediction with 1.9M reactions from USPTO patents (1976-2016). The task is: Predict the product of the given reaction. (1) Given the reactants [OH-].[Na+].[O:3]=[C:4]1[CH:8]([C:9]([O:11]CC)=[O:10])[CH:7]([C:14]2[CH:19]=[CH:18][CH:17]=[CH:16][CH:15]=2)[CH2:6][NH:5]1.Cl, predict the reaction product. The product is: [O:3]=[C:4]1[CH:8]([C:9]([OH:11])=[O:10])[CH:7]([C:14]2[CH:19]=[CH:18][CH:17]=[CH:16][CH:15]=2)[CH2:6][NH:5]1. (2) Given the reactants [C:1]([O:5][CH:6]([C:12]1[C:21]([CH3:22])=[C:20]([CH3:23])[C:19]2[C:14](=[CH:15][CH:16]=[CH:17][CH:18]=2)[C:13]=1[C:24]1[CH:29]=[CH:28][C:27]([Cl:30])=[CH:26][CH:25]=1)[C:7]([O:9]CC)=[O:8])([CH3:4])([CH3:3])[CH3:2].[N:31]1[CH:36]=C[CH:34]=[C:33](B(O)O)[CH:32]=1, predict the reaction product. The product is: [C:1]([O:5][CH:6]([C:12]1[C:21]([CH3:22])=[C:20]([C:23]2[CH:36]=[N:31][CH:32]=[CH:33][CH:34]=2)[C:19]2[C:14](=[CH:15][CH:16]=[CH:17][CH:18]=2)[C:13]=1[C:24]1[CH:29]=[CH:28][C:27]([Cl:30])=[CH:26][CH:25]=1)[C:7]([OH:9])=[O:8])([CH3:3])([CH3:4])[CH3:2]. (3) Given the reactants N[C:2]1[CH:3]=[N:4][C:5]([Cl:8])=[N:6][CH:7]=1.[Cl:9][C:10]1[CH:11]=[C:12]([C:17]2([C:32]([F:35])([F:34])[F:33])[O:21][N:20]=[C:19]([C:22]3[CH:30]=[CH:29][C:25]([C:26](Cl)=[O:27])=[C:24]([CH3:31])[CH:23]=3)[CH2:18]2)[CH:13]=[C:14]([Cl:16])[CH:15]=1.[N:36]1C=CC=CC=1, predict the reaction product. The product is: [Cl:8][C:5]1([NH:36][C:26](=[O:27])[C:25]2[CH:29]=[CH:30][C:22]([C:19]3[CH2:18][C:17]([C:12]4[CH:11]=[C:10]([Cl:9])[CH:15]=[C:14]([Cl:16])[CH:13]=4)([C:32]([F:35])([F:34])[F:33])[O:21][N:20]=3)=[CH:23][C:24]=2[CH3:31])[N:6]=[CH:7][CH:2]=[CH:3][NH:4]1. (4) Given the reactants [F:1][C:2]1[CH:3]=[C:4]([CH:32]=[CH:33][C:34]=1[NH:35][C:36]([NH:38][C:39]1[CH:44]=[C:43]([CH3:45])[CH:42]=[CH:41][C:40]=1[F:46])=[O:37])[O:5][C:6]1[CH:11]=[CH:10][N:9]=[C:8]2[CH:12]=[C:13]([C:15]([NH:17][C@@H:18]([CH2:23][CH2:24][C:25]([O:27][C:28]([CH3:31])([CH3:30])[CH3:29])=[O:26])[C:19]([O:21]C)=[O:20])=[O:16])[S:14][C:7]=12.[OH-].[Na+].O.Cl, predict the reaction product. The product is: [C:28]([O:27][C:25](=[O:26])[CH2:24][CH2:23][C@H:18]([NH:17][C:15]([C:13]1[S:14][C:7]2[C:8](=[N:9][CH:10]=[CH:11][C:6]=2[O:5][C:4]2[CH:32]=[CH:33][C:34]([NH:35][C:36]([NH:38][C:39]3[CH:44]=[C:43]([CH3:45])[CH:42]=[CH:41][C:40]=3[F:46])=[O:37])=[C:2]([F:1])[CH:3]=2)[CH:12]=1)=[O:16])[C:19]([OH:21])=[O:20])([CH3:31])([CH3:29])[CH3:30]. (5) Given the reactants C(=O)([O-])[O-].[K+].[K+].[I-].[K+].[CH2:9]([C:13]1[O:14][C:15]2[CH:30]=[CH:29][C:28]([N+:31]([O-:33])=[O:32])=[CH:27][C:16]=2[C:17]=1[C:18](=[O:26])[C:19]1[CH:24]=[CH:23][C:22]([OH:25])=[CH:21][CH:20]=1)[CH2:10][CH2:11][CH3:12].Cl[CH2:35][CH2:36][CH2:37][OH:38], predict the reaction product. The product is: [CH2:9]([C:13]1[O:14][C:15]2[CH:30]=[CH:29][C:28]([N+:31]([O-:33])=[O:32])=[CH:27][C:16]=2[C:17]=1[C:18]([C:19]1[CH:20]=[CH:21][C:22]([O:25][CH2:35][CH2:36][CH2:37][OH:38])=[CH:23][CH:24]=1)=[O:26])[CH2:10][CH2:11][CH3:12].